Dataset: Reaction yield outcomes from USPTO patents with 853,638 reactions. Task: Predict the reaction yield, written as a fraction of the theoretical maximum amount of product (1.0 means a 100% yield; for example, 0.34 means a 34% yield). The reactants are [Cl:1][S:2]([OH:5])(=O)=[O:3].[F:6][C:7]([F:19])([F:18])[C:8]([NH:10][C:11]1[CH:16]=[CH:15][CH:14]=[CH:13][C:12]=1[CH3:17])=[O:9]. No catalyst specified. The product is [CH3:17][C:12]1[CH:13]=[C:14]([S:2]([Cl:1])(=[O:5])=[O:3])[CH:15]=[CH:16][C:11]=1[NH:10][C:8](=[O:9])[C:7]([F:6])([F:18])[F:19]. The yield is 0.690.